From a dataset of Retrosynthesis with 50K atom-mapped reactions and 10 reaction types from USPTO. Predict the reactants needed to synthesize the given product. (1) Given the product N#Cc1cn(-c2c(Cl)cc(C(F)(F)F)cc2Cl)nc1[N+](=O)[O-], predict the reactants needed to synthesize it. The reactants are: N#Cc1cn(-c2c(Cl)cc(C(F)(F)F)cc2Cl)nc1N.OO. (2) Given the product CCOc1cc(C(N)=O)ccc1N, predict the reactants needed to synthesize it. The reactants are: CCOc1cc(C(N)=O)ccc1[N+](=O)[O-]. (3) Given the product OCc1ccnc(N2CCCCC2)c1, predict the reactants needed to synthesize it. The reactants are: COC(=O)c1ccnc(N2CCCCC2)c1. (4) Given the product COc1ccc2c(c1)CCC(c1cc(OC)ccc1C(=O)c1ccc(OCCN3CCCCC3)cc1)=C2, predict the reactants needed to synthesize it. The reactants are: COc1ccc(C(=O)c2ccc(OCCN3CCCCC3)cc2)c(Br)c1.COc1ccc2c(c1)CCC([Sn](C)(C)C)=C2. (5) Given the product NC1CCN2c3ccccc3Cc3ccccc3C2C1, predict the reactants needed to synthesize it. The reactants are: [N-]=[N+]=NC1CCN2c3ccccc3Cc3ccccc3C2C1. (6) Given the product NC(=O)c1ccc([N+](=O)[O-])c(Br)c1, predict the reactants needed to synthesize it. The reactants are: CC#N.O=C(O)c1ccc([N+](=O)[O-])c(Br)c1. (7) Given the product CCCS(=O)(=O)Nc1ccc(F)c(C(=O)c2cn(C(C)OC(=O)C(NC(=O)OC(C)(C)C)C(C)C)c3ncc(-c4ccc(Cl)cc4)cc23)c1F, predict the reactants needed to synthesize it. The reactants are: CC(Cl)OC(=O)C(NC(=O)OC(C)(C)C)C(C)C.CCCS(=O)(=O)Nc1ccc(F)c(C(=O)c2c[nH]c3ncc(-c4ccc(Cl)cc4)cc23)c1F.